The task is: Predict the reaction yield, written as a fraction of the theoretical maximum amount of product (1.0 means a 100% yield; for example, 0.34 means a 34% yield).. This data is from Reaction yield outcomes from USPTO patents with 853,638 reactions. (1) The reactants are I[CH2:2][C:3]1[CH:4]=[C:5]2[C:9](=[C:10]([N+:12]([O-:14])=[O:13])[CH:11]=1)[NH:8][C:7]([C:15]1[CH:20]=[CH:19][CH:18]=[CH:17][CH:16]=1)=[CH:6]2.[O:21]=[S:22]1(=[O:28])[CH2:27][CH2:26][NH:25][CH2:24][CH2:23]1. The catalyst is C1COCC1.O. The product is [O:21]=[S:22]1(=[O:28])[CH2:27][CH2:26][N:25]([CH2:2][C:3]2[CH:4]=[C:5]3[C:9](=[C:10]([N+:12]([O-:14])=[O:13])[CH:11]=2)[NH:8][C:7]([C:15]2[CH:20]=[CH:19][CH:18]=[CH:17][CH:16]=2)=[CH:6]3)[CH2:24][CH2:23]1. The yield is 0.650. (2) The reactants are [C:1]([O:5][C:6]([CH:8]=P(C1C=CC=CC=1)(C1C=CC=CC=1)C1C=CC=CC=1)=[O:7])([CH3:4])([CH3:3])[CH3:2].[C:28]1(=[C:34]([C:44]2[CH:49]=[CH:48][C:47]([OH:50])=[CH:46][CH:45]=2)[C:35]2[CH:42]=[CH:41][C:38](C=O)=[C:37]([F:43])[CH:36]=2)[CH2:33][CH2:32][CH2:31][CH2:30][CH2:29]1.O.[CH2:52](Cl)Cl. No catalyst specified. The product is [C:28]1(=[C:34]([C:44]2[CH:45]=[CH:46][C:47]([OH:50])=[CH:48][CH:49]=2)[C:35]2[CH:42]=[CH:41][C:38](/[CH:52]=[CH:8]/[C:6]([O:5][C:1]([CH3:2])([CH3:3])[CH3:4])=[O:7])=[C:37]([F:43])[CH:36]=2)[CH2:33][CH2:32][CH2:31][CH2:30][CH2:29]1. The yield is 0.680.